This data is from Forward reaction prediction with 1.9M reactions from USPTO patents (1976-2016). The task is: Predict the product of the given reaction. (1) The product is: [CH2:25]([N:8]([CH2:1][C:2]1[CH:3]=[CH:4][CH:5]=[CH:6][CH:7]=1)[C@H:9]1[CH2:14][CH2:13][C@H:12]([NH:15][CH2:16][C:17]([CH3:22])([OH:23])[C:18]([F:21])([F:20])[F:19])[CH2:11][CH2:10]1)[C:26]1[CH:27]=[CH:28][CH:29]=[CH:30][CH:31]=1.[CH2:25]([N:8]([CH2:1][C:2]1[CH:7]=[CH:6][CH:5]=[CH:4][CH:3]=1)[C@H:9]1[CH2:14][CH2:13][C@H:12]([NH:15][C:16](=[O:24])[C:17]([OH:23])([CH3:22])[C:18]([F:21])([F:20])[F:19])[CH2:11][CH2:10]1)[C:26]1[CH:27]=[CH:28][CH:29]=[CH:30][CH:31]=1. Given the reactants [CH2:1]([N:8]([CH2:25][C:26]1[CH:31]=[CH:30][CH:29]=[CH:28][CH:27]=1)[C@H:9]1[CH2:14][CH2:13][C@H:12]([NH:15][C:16](=[O:24])[C:17]([OH:23])([CH3:22])[C:18]([F:21])([F:20])[F:19])[CH2:11][CH2:10]1)[C:2]1[CH:7]=[CH:6][CH:5]=[CH:4][CH:3]=1, predict the reaction product. (2) The product is: [F:31][C:29]1[CH:28]=[C:4]([CH:3]=[C:2]([F:1])[CH:30]=1)[CH2:5][C@H:6]([NH:24][C:25](=[O:27])[CH3:26])[C@H:7]([OH:23])[CH2:8][NH:9][C@@H:10]1[C:19]2[C:14](=[CH:15][CH:16]=[C:17]([CH2:20][CH3:21])[CH:18]=2)[N:13]([CH3:22])[CH2:12][CH2:11]1. Given the reactants [F:1][C:2]1[CH:3]=[C:4]([CH:28]=[C:29]([F:31])[CH:30]=1)[CH2:5][C@H:6]([NH:24][C:25](=[O:27])[CH3:26])[C@H:7]([OH:23])[CH2:8][NH:9][CH:10]1[C:19]2[C:14](=[CH:15][CH:16]=[C:17]([CH2:20][CH3:21])[CH:18]=2)[N:13]([CH3:22])[CH2:12][CH2:11]1.[OH-].[NH4+], predict the reaction product.